Dataset: Forward reaction prediction with 1.9M reactions from USPTO patents (1976-2016). Task: Predict the product of the given reaction. Given the reactants [CH2:1]([C@@H:8]1[C@@H:16]([OH:17])[C@H:15]([CH3:18])[O:14][C:13](=[O:19])[C@@H:12]([N:20]([C:28]([O:30][C:31]([CH3:34])([CH3:33])[CH3:32])=[O:29])[C:21](=[O:27])[O:22][C:23]([CH3:26])([CH3:25])[CH3:24])[CH2:11][O:10][CH2:9]1)[C:2]1[CH:7]=[CH:6][CH:5]=[CH:4][CH:3]=1.[CH3:35]N(C1C2C(N(C)C)=CC=CC=2C=CC=1)C.F[B-](F)(F)F.C[O+](C)C, predict the reaction product. The product is: [CH2:1]([C@@H:8]1[C@@H:16]([O:17][CH3:35])[C@H:15]([CH3:18])[O:14][C:13](=[O:19])[C@@H:12]([N:20]([C:21]([O:22][C:23]([CH3:26])([CH3:24])[CH3:25])=[O:27])[C:28](=[O:29])[O:30][C:31]([CH3:33])([CH3:32])[CH3:34])[CH2:11][O:10][CH2:9]1)[C:2]1[CH:3]=[CH:4][CH:5]=[CH:6][CH:7]=1.